From a dataset of Forward reaction prediction with 1.9M reactions from USPTO patents (1976-2016). Predict the product of the given reaction. (1) Given the reactants [CH3:1][C@H:2]1[C@H:11]([CH3:12])[C@@H:10]([NH:13][C:14](=[O:23])[O:15][CH2:16][C:17]2[CH:22]=[CH:21][CH:20]=[CH:19][CH:18]=2)[C:9]2[C:4](=[CH:5][CH:6]=[C:7]([O:24][CH:25]3[CH2:29][CH2:28][O:27][CH2:26]3)[CH:8]=2)[NH:3]1.CCN(C(C)C)C(C)C.[C:39](Cl)(=[O:41])[CH3:40], predict the reaction product. The product is: [C:39]([N:3]1[C:4]2[C:9](=[CH:8][C:7]([O:24][CH:25]3[CH2:29][CH2:28][O:27][CH2:26]3)=[CH:6][CH:5]=2)[C@H:10]([NH:13][C:14](=[O:23])[O:15][CH2:16][C:17]2[CH:22]=[CH:21][CH:20]=[CH:19][CH:18]=2)[C@@H:11]([CH3:12])[C@@H:2]1[CH3:1])(=[O:41])[CH3:40]. (2) Given the reactants [CH3:1][S:2]([C:5]1[CH:6]=[C:7]2[C:11](=[CH:12][CH:13]=1)[NH:10][CH:9]=[CH:8]2)(=[O:4])=[O:3].CC(C)([O-])C.[K+].[NH2:20]Cl, predict the reaction product. The product is: [CH3:1][S:2]([C:5]1[CH:6]=[C:7]2[C:11](=[CH:12][CH:13]=1)[N:10]([NH2:20])[CH:9]=[CH:8]2)(=[O:4])=[O:3]. (3) Given the reactants [CH3:1][O-].[Na+].[NH2:4][C:5]1[CH:10]=[CH:9][C:8]([C:11]2[CH:12]=[C:13]3[C:18](=[CH:19][CH:20]=2)[CH:17]=[C:16]([O:21][CH2:22][CH2:23][O:24][CH2:25][CH2:26][O:27][CH2:28][CH2:29][OH:30])[CH:15]=[CH:14]3)=[CH:7][CH:6]=1.C=O.[BH4-].[Na+], predict the reaction product. The product is: [CH3:1][NH:4][C:5]1[CH:6]=[CH:7][C:8]([C:11]2[CH:12]=[C:13]3[C:18](=[CH:19][CH:20]=2)[CH:17]=[C:16]([O:21][CH2:22][CH2:23][O:24][CH2:25][CH2:26][O:27][CH2:28][CH2:29][OH:30])[CH:15]=[CH:14]3)=[CH:9][CH:10]=1. (4) Given the reactants [CH2:1]([O:3][C:4]1[CH:9]=[C:8]([C:10](OC)=[O:11])[CH:7]=[CH:6][C:5]=1[C:14]1[CH:19]=[CH:18][C:17]([F:20])=[CH:16][CH:15]=1)[CH3:2].[H-].[Al+3].[Li+].[H-].[H-].[H-].O.[OH-].[Na+], predict the reaction product. The product is: [CH2:1]([O:3][C:4]1[CH:9]=[C:8]([CH2:10][OH:11])[CH:7]=[CH:6][C:5]=1[C:14]1[CH:15]=[CH:16][C:17]([F:20])=[CH:18][CH:19]=1)[CH3:2]. (5) Given the reactants C[O:2][C:3]1[CH:4]=[C:5]([C:9](=[O:12])[CH2:10][CH3:11])[CH:6]=[CH:7][CH:8]=1.[Cl-].[Al+3].[Cl-].[Cl-].Cl, predict the reaction product. The product is: [OH:2][C:3]1[CH:4]=[C:5]([C:9](=[O:12])[CH2:10][CH3:11])[CH:6]=[CH:7][CH:8]=1. (6) Given the reactants [Br:1][C:2]1[CH:3]=[CH:4][C:5]2[CH:9]=[C:8](C(OCC)=O)[S:7][C:6]=2[CH:15]=1.[CH3:16][NH:17][S:18]([CH3:21])(=[O:20])=[O:19].[C:22](=O)([O-])[O-].[K+].[K+], predict the reaction product. The product is: [Br:1][C:2]1[CH:3]=[CH:4][C:5]2[C:9]([CH2:16][N:17]([CH3:22])[S:18]([CH3:21])(=[O:20])=[O:19])=[CH:8][S:7][C:6]=2[CH:15]=1. (7) Given the reactants [CH2:1]([O:3][C:4](=[O:15])[CH:5]=[CH:6][C:7]1[CH:12]=[CH:11][C:10]([CH2:13][OH:14])=[CH:9][CH:8]=1)[CH3:2].[H][H], predict the reaction product. The product is: [CH2:1]([O:3][C:4](=[O:15])[CH2:5][CH2:6][C:7]1[CH:8]=[CH:9][C:10]([CH2:13][OH:14])=[CH:11][CH:12]=1)[CH3:2]. (8) Given the reactants [CH3:1][O:2][C:3]1[CH:8]=[CH:7][CH:6]=[CH:5][C:4]=1[C:9]1[CH:10]=[C:11]2[C:16](=[CH:17][CH:18]=1)[NH:15][C:14]([CH3:20])([CH3:19])[CH:13]=[C:12]2[CH2:21]SCC(C)CC.BrCC1[C:39]2[C:34](=[CH:35][CH:36]=[C:37](C3C=CC=CC=3OC)[CH:38]=2)[NH:33]C(C)(C)C=1.C(=O)([O-])[O-].[K+].[K+].CC(CC)CS, predict the reaction product. The product is: [CH3:1][O:2][C:3]1[CH:8]=[CH:7][CH:6]=[CH:5][C:4]=1[C:9]1[CH:10]=[C:11]2[C:16](=[CH:17][CH:18]=1)[NH:15][C:14]([CH3:19])([CH3:20])[CH:13]=[C:12]2[CH2:21][NH:33][C:34]1[CH:39]=[CH:38][CH:37]=[CH:36][CH:35]=1. (9) Given the reactants [CH2:1]([C:3]1[O:4][C:5]2[C:11]([CH2:12][O:13][C:14]3[CH:19]=[CH:18][C:17]([CH2:20][CH2:21][C:22]([O:24]CC)=[O:23])=[C:16]([CH3:27])[C:15]=3[CH3:28])=[CH:10][C:9]([F:29])=[CH:8][C:6]=2[CH:7]=1)[CH3:2].O1CCCC1.[OH-].[Li+], predict the reaction product. The product is: [CH2:1]([C:3]1[O:4][C:5]2[C:11]([CH2:12][O:13][C:14]3[CH:19]=[CH:18][C:17]([CH2:20][CH2:21][C:22]([OH:24])=[O:23])=[C:16]([CH3:27])[C:15]=3[CH3:28])=[CH:10][C:9]([F:29])=[CH:8][C:6]=2[CH:7]=1)[CH3:2].